Dataset: Reaction yield outcomes from USPTO patents with 853,638 reactions. Task: Predict the reaction yield, written as a fraction of the theoretical maximum amount of product (1.0 means a 100% yield; for example, 0.34 means a 34% yield). (1) The reactants are [CH:1]1([NH2:7])[CH2:6][CH2:5][CH2:4][CH2:3][CH2:2]1.C([O:10][C:11]([C:13]1[C:14](=[O:26])[N:15]([CH3:25])[C:16]2[C:21]([C:22]=1[OH:23])=[CH:20][C:19]([F:24])=[CH:18][CH:17]=2)=O)C. The catalyst is C1(C)C=CC=CC=1.O. The product is [CH:1]1([NH:7][C:11]([C:13]2[C:14](=[O:26])[N:15]([CH3:25])[C:16]3[C:21]([C:22]=2[OH:23])=[CH:20][C:19]([F:24])=[CH:18][CH:17]=3)=[O:10])[CH2:6][CH2:5][CH2:4][CH2:3][CH2:2]1. The yield is 0.970. (2) The reactants are C[Si](C)(C)[C:3]#[C:4][CH2:5][CH2:6][CH2:7][O:8][C:9]1[CH:10]=[CH:11][C:12]([O:15][C:16]2[CH:17]=[C:18]([CH:33]=[CH:34][CH:35]=2)[CH:19]=[C:20]2[CH2:25][CH2:24][N:23]([C:26]([O:28][C:29]([CH3:32])([CH3:31])[CH3:30])=[O:27])[CH2:22][CH2:21]2)=[N:13][CH:14]=1.CCCC[N+](CCCC)(CCCC)CCCC.[F-]. The catalyst is C1COCC1. The product is [CH2:7]([O:8][C:9]1[CH:10]=[CH:11][C:12]([O:15][C:16]2[CH:17]=[C:18]([CH:33]=[CH:34][CH:35]=2)[CH:19]=[C:20]2[CH2:25][CH2:24][N:23]([C:26]([O:28][C:29]([CH3:31])([CH3:32])[CH3:30])=[O:27])[CH2:22][CH2:21]2)=[N:13][CH:14]=1)[CH2:6][CH2:5][C:4]#[CH:3]. The yield is 0.980. (3) The reactants are [C:1]1([C:7]2[CH:12]=[C:11]([N:13]3[CH2:18][CH2:17][NH:16][CH2:15][CH2:14]3)[N:10]=[N:9][C:8]=2[C:19]([F:22])([F:21])[F:20])[CH:6]=[CH:5][CH:4]=[CH:3][CH:2]=1.[CH:23](=O)[CH3:24].C(O[BH-](OC(=O)C)OC(=O)C)(=O)C.[Na+].ClCCl. The catalyst is O1CCCC1. The product is [CH2:23]([N:16]1[CH2:15][CH2:14][N:13]([C:11]2[N:10]=[N:9][C:8]([C:19]([F:22])([F:21])[F:20])=[C:7]([C:1]3[CH:2]=[CH:3][CH:4]=[CH:5][CH:6]=3)[CH:12]=2)[CH2:18][CH2:17]1)[CH3:24]. The yield is 0.210. (4) The reactants are [F:1][CH:2]([F:15])[C:3]1([C:9]([O:11]C(C)C)=[O:10])[CH2:6][C:5]([F:8])([F:7])[CH2:4]1.[OH-].[Na+]. The catalyst is C(O)C.O. The product is [F:15][CH:2]([F:1])[C:3]1([C:9]([OH:11])=[O:10])[CH2:6][C:5]([F:7])([F:8])[CH2:4]1. The yield is 0.740. (5) The reactants are C(OC(=O)[NH:7][C@@H:8]1[C:14](=[O:15])[N:13]([CH2:16][C:17]([F:20])([F:19])[F:18])[C:12]2[CH:21]=[C:22]([F:25])[CH:23]=[CH:24][C:11]=2[O:10][C@@H:9]1[CH3:26])(C)(C)C.FC(F)(F)C(O)=O. The catalyst is ClCCl. The product is [NH2:7][C@@H:8]1[C:14](=[O:15])[N:13]([CH2:16][C:17]([F:18])([F:20])[F:19])[C:12]2[CH:21]=[C:22]([F:25])[CH:23]=[CH:24][C:11]=2[O:10][C@@H:9]1[CH3:26]. The yield is 0.750. (6) The reactants are [I:1][C:2]1[C:6]([C:7]([O:9]CC)=[O:8])=[CH:5][N:4]([CH3:12])[N:3]=1.[OH-].[K+]. The catalyst is C(O)C.O. The product is [I:1][C:2]1[C:6]([C:7]([OH:9])=[O:8])=[CH:5][N:4]([CH3:12])[N:3]=1. The yield is 0.700.